From a dataset of Full USPTO retrosynthesis dataset with 1.9M reactions from patents (1976-2016). Predict the reactants needed to synthesize the given product. (1) Given the product [CH2:27]([C@@H:22]1[NH:21][CH2:20][C@H:19]([CH:31]=[CH2:32])[NH:18][C:23]1=[O:24])[CH:28]([CH3:30])[CH3:29], predict the reactants needed to synthesize it. The reactants are: C1C2C(COC([NH:18][C@@H:19]([CH:31]=[CH2:32])[CH2:20][NH:21][C@@H:22]([CH2:27][CH:28]([CH3:30])[CH3:29])[C:23](OC)=[O:24])=O)C3C(=CC=CC=3)C=2C=CC=1.N(CC)CC. (2) Given the product [IH:2].[CH3:1][S:13][C:4]1[NH:5][CH2:6][C:7]2[C:12](=[CH:11][CH:10]=[CH:9][CH:8]=2)[N:3]=1, predict the reactants needed to synthesize it. The reactants are: [CH3:1][I:2].[NH:3]1[C:12]2[C:7](=[CH:8][CH:9]=[CH:10][CH:11]=2)[CH2:6][NH:5][C:4]1=[S:13]. (3) Given the product [CH3:5][OH:13].[NH4+:3].[OH-:32].[N:14]1([C:19]2[N:24]=[CH:23][N:22]=[C:21]([NH:25][C:26]3[O:13][C@:5]4([CH2:4][N:3]=3)[CH:10]3[CH2:9][CH2:8][N:7]([CH2:12][CH2:11]3)[CH2:6]4)[CH:20]=2)[CH:18]=[CH:17][CH:16]=[N:15]1, predict the reactants needed to synthesize it. The reactants are: Cl.Cl.[NH2:3][CH2:4][C@@:5]1([OH:13])[CH:10]2[CH2:11][CH2:12][N:7]([CH2:8][CH2:9]2)[CH2:6]1.[N:14]1([C:19]2[N:24]=[CH:23][N:22]=[C:21]([N:25]=[C:26](SC)SC)[CH:20]=2)[CH:18]=[CH:17][CH:16]=[N:15]1.C(=O)([O-])[O-:32].[Cs+].[Cs+].